From a dataset of Reaction yield outcomes from USPTO patents with 853,638 reactions. Predict the reaction yield, written as a fraction of the theoretical maximum amount of product (1.0 means a 100% yield; for example, 0.34 means a 34% yield). (1) The reactants are [NH:1]1[C:9]2[C:4](=[CH:5][CH:6]=[CH:7][CH:8]=2)[CH2:3][C:2]1=[O:10].[CH2:11]([O:13][C:14]([C:16]1[C:17]([CH3:24])=[C:18]([CH:22]=O)[NH:19][C:20]=1[CH3:21])=[O:15])[CH3:12]. The catalyst is N1CCCCC1.C(O)C. The product is [CH3:21][C:20]1[NH:19][C:18]([CH:22]=[C:3]2[C:4]3[C:9](=[CH:8][CH:7]=[CH:6][CH:5]=3)[NH:1][C:2]2=[O:10])=[C:17]([CH3:24])[C:16]=1[C:14]([O:13][CH2:11][CH3:12])=[O:15]. The yield is 0.790. (2) The reactants are [NH2:1][C:2]1[CH:3]=[N:4][C:5]([NH:8][C:9]2[CH:24]=[CH:23][C:12]([C:13]([NH:15][CH2:16][CH2:17][N:18]3[CH2:22][CH2:21][CH2:20][CH2:19]3)=[O:14])=[CH:11][CH:10]=2)=[N:6][CH:7]=1.[Cl:25][C:26]1[CH:34]=[CH:33][CH:32]=[C:31]([Cl:35])[C:27]=1[C:28](Cl)=[O:29].C(N(C(C)C)CC)(C)C. The catalyst is C1COCC1. The product is [Cl:25][C:26]1[CH:34]=[CH:33][CH:32]=[C:31]([Cl:35])[C:27]=1[C:28]([NH:1][C:2]1[CH:3]=[N:4][C:5]([NH:8][C:9]2[CH:10]=[CH:11][C:12]([C:13](=[O:14])[NH:15][CH2:16][CH2:17][N:18]3[CH2:19][CH2:20][CH2:21][CH2:22]3)=[CH:23][CH:24]=2)=[N:6][CH:7]=1)=[O:29]. The yield is 0.120.